Dataset: Reaction yield outcomes from USPTO patents with 853,638 reactions. Task: Predict the reaction yield, written as a fraction of the theoretical maximum amount of product (1.0 means a 100% yield; for example, 0.34 means a 34% yield). (1) The reactants are [C:1]([O-:4])(O)=[O:2].[Na+].[CH:6]1([C:11]([C:13]2[CH:18]=[C:17]([CH3:19])[CH:16]=[CH:15][C:14]=2[NH:20][C:21]([NH:23][C:24]2[S:25][C:26]([CH:29]=O)=[CH:27][N:28]=2)=[O:22])=[O:12])[CH2:10][CH2:9][CH2:8][CH2:7]1.Cl.[NH2:32][OH:33].[C:34](O)(=O)CC(CC(O)=O)(C(O)=O)O. The catalyst is C1COCC1. The product is [CH:6]1([C:11]([C:13]2[CH:18]=[C:17]([CH3:19])[CH:16]=[CH:15][C:14]=2[NH:20][C:21](=[O:22])[NH:23][C:24]2[S:25][C:26]([CH:29]=[N:32][O:33][CH2:34][C:1]([OH:4])=[O:2])=[CH:27][N:28]=2)=[O:12])[CH2:10][CH2:9][CH2:8][CH2:7]1. The yield is 0.760. (2) The reactants are [N+:1]([C:4]1[CH:12]=[CH:11][CH:10]=[C:9]2[C:5]=1[CH:6]=[N:7][NH:8]2)([O-:3])=[O:2].[H-].[Na+].S(O[CH2:26][CH:27]1[CH2:32][CH2:31][CH2:30][N:29]([C:33]([O:35][C:36]([CH3:39])([CH3:38])[CH3:37])=[O:34])[CH2:28]1)(C1C=CC(C)=CC=1)(=O)=O. The catalyst is CC(N(C)C)=O.O. The product is [N+:1]([C:4]1[CH:12]=[CH:11][CH:10]=[C:9]2[C:5]=1[CH:6]=[N:7][N:8]2[CH2:26][CH:27]1[CH2:32][CH2:31][CH2:30][N:29]([C:33]([O:35][C:36]([CH3:37])([CH3:39])[CH3:38])=[O:34])[CH2:28]1)([O-:3])=[O:2]. The yield is 0.400. (3) The reactants are [CH2:1]([O:8][CH2:9][C@H:10]([OH:13])[CH2:11][OH:12])[C:2]1[CH:7]=[CH:6][CH:5]=[CH:4][CH:3]=1.[CH2:14](Br)[CH2:15][CH2:16][CH2:17][CH2:18][CH2:19][CH2:20][CH2:21][CH2:22][CH2:23][CH2:24][CH2:25][CH2:26][CH2:27][CH2:28][CH2:29][CH2:30][CH2:31][CH2:32][CH3:33].[H-].[Na+]. The catalyst is CN(C=O)C.C(Cl)Cl. The product is [CH2:14]([O:12][CH2:11][C@H:10]([CH2:9][O:8][CH2:1][C:2]1[CH:7]=[CH:6][CH:5]=[CH:4][CH:3]=1)[O:13][CH2:33][CH2:32][CH2:31][CH2:30][CH2:29][CH2:28][CH2:27][CH2:26][CH2:25][CH2:24][CH2:23][CH2:22][CH2:21][CH2:20][CH2:19][CH2:18][CH2:17][CH2:16][CH2:15][CH3:14])[CH2:15][CH2:16][CH2:17][CH2:18][CH2:19][CH2:20][CH2:21][CH2:22][CH2:23][CH2:24][CH2:25][CH2:26][CH2:27][CH2:28][CH2:29][CH2:30][CH2:31][CH2:32][CH3:33]. The yield is 0.660. (4) The reactants are Cl[C:2]1[N:7]=[C:6]([C:8]2[CH:13]=[CH:12][C:11]([N+:14]([O-:16])=[O:15])=[CH:10][CH:9]=2)[N:5]=[C:4]2[N:17]([CH2:20][C:21]([F:24])([F:23])[F:22])[N:18]=[CH:19][C:3]=12.[CH:25]12[O:33][CH:29]([CH2:30][NH:31][CH2:32]1)[CH2:28][N:27]([C:34]([O:36][C:37]([CH3:40])([CH3:39])[CH3:38])=[O:35])[CH2:26]2.C(N(CC)CC)C. The catalyst is C(O)C. The product is [N+:14]([C:11]1[CH:12]=[CH:13][C:8]([C:6]2[N:5]=[C:4]3[N:17]([CH2:20][C:21]([F:24])([F:23])[F:22])[N:18]=[CH:19][C:3]3=[C:2]([N:31]3[CH2:32][CH:25]4[O:33][CH:29]([CH2:28][N:27]([C:34]([O:36][C:37]([CH3:40])([CH3:39])[CH3:38])=[O:35])[CH2:26]4)[CH2:30]3)[N:7]=2)=[CH:9][CH:10]=1)([O-:16])=[O:15]. The yield is 0.700. (5) The reactants are [CH2:1]([C:3]1[N:8]=[C:7]2[S:9][C:10]3[CH2:15][CH2:14][CH2:13][CH2:12][C:11]=3[C:6]2=[C:5]([C:16]2[CH:21]=[CH:20][C:19]([CH3:22])=[CH:18][CH:17]=2)[C:4]=1[CH2:23][C:24]([O:26][CH2:27][CH3:28])=[O:25])[CH3:2].[Li+].C[Si]([N-][Si](C)(C)C)(C)C.[CH2:39]1[CH2:43]OC[CH2:40]1.C(I)CC. The catalyst is CN(C=O)C. The product is [CH2:1]([C:3]1[N:8]=[C:7]2[S:9][C:10]3[CH2:15][CH2:14][CH2:13][CH2:12][C:11]=3[C:6]2=[C:5]([C:16]2[CH:17]=[CH:18][C:19]([CH3:22])=[CH:20][CH:21]=2)[C:4]=1[CH:23]([CH2:40][CH2:39][CH3:43])[C:24]([O:26][CH2:27][CH3:28])=[O:25])[CH3:2]. The yield is 0.590. (6) The reactants are C(OC(=O)[NH:5][C:6]1[N:20]([CH2:21][C:22]2[CH:27]=[CH:26][C:25]([O:28][CH:29]([CH:38]3[CH2:40][CH2:39]3)[C:30]3[CH:31]=[N:32][C:33]([O:36][CH3:37])=[CH:34][CH:35]=3)=[C:24]([O:41][CH3:42])[CH:23]=2)[C:9]2=[N:10][CH:11]=[C:12]([C:14]3[CH:15]=[N:16][N:17]([CH3:19])[CH:18]=3)[CH:13]=[C:8]2[N:7]=1)C.[OH-].[K+]. The catalyst is C(O)CCC.O. The product is [CH:38]1([CH:29]([C:30]2[CH:31]=[N:32][C:33]([O:36][CH3:37])=[CH:34][CH:35]=2)[O:28][C:25]2[CH:26]=[CH:27][C:22]([CH2:21][N:20]3[C:9]4=[N:10][CH:11]=[C:12]([C:14]5[CH:15]=[N:16][N:17]([CH3:19])[CH:18]=5)[CH:13]=[C:8]4[N:7]=[C:6]3[NH2:5])=[CH:23][C:24]=2[O:41][CH3:42])[CH2:40][CH2:39]1. The yield is 0.150.